This data is from Forward reaction prediction with 1.9M reactions from USPTO patents (1976-2016). The task is: Predict the product of the given reaction. (1) Given the reactants [CH:1]12[CH2:9][CH:5]([O:6][C:7]1=[O:8])[CH2:4][CH2:3][CH2:2]2.[H-].[Al+3].[Li+].[H-].[H-].[H-].[Cl-].[NH4+].C(O)(=O)CC(CC(O)=O)(C(O)=O)O, predict the reaction product. The product is: [OH:8][CH2:7][C@@H:1]1[CH2:2][CH2:3][CH2:4][C@H:5]([OH:6])[CH2:9]1. (2) Given the reactants [CH3:1][N:2]1[CH2:7][CH2:6][CH2:5][CH:4]([CH2:8][OH:9])[CH2:3]1.[C:10]1([CH3:20])[CH:15]=[CH:14][C:13]([S:16](Cl)(=[O:18])=[O:17])=[CH:12][CH:11]=1.CCN(CC)CC, predict the reaction product. The product is: [CH3:1][N:2]1[CH2:7][CH2:6][CH2:5][CH:4]([CH2:8][O:9][S:16]([C:13]2[CH:14]=[CH:15][C:10]([CH3:20])=[CH:11][CH:12]=2)(=[O:18])=[O:17])[CH2:3]1.